Dataset: Forward reaction prediction with 1.9M reactions from USPTO patents (1976-2016). Task: Predict the product of the given reaction. (1) Given the reactants [F:1][C:2]([F:18])([F:17])[C:3]1[CH:8]=[CH:7][C:6]([C:9]2([C:15]#[N:16])[CH2:14][CH2:13][O:12][CH2:11][CH2:10]2)=[CH:5][CH:4]=1.[H-].[Al+3].[Li+].[H-].[H-].[H-].CO.S([O-])([O-])(=O)=O.[Mg+2], predict the reaction product. The product is: [F:17][C:2]([F:1])([F:18])[C:3]1[CH:4]=[CH:5][C:6]([C:9]2([CH2:15][NH2:16])[CH2:10][CH2:11][O:12][CH2:13][CH2:14]2)=[CH:7][CH:8]=1. (2) Given the reactants [C:1]([C:4]12[CH2:11][CH2:10][C:7]([NH:12][CH2:13][C:14]([N:16]3[CH2:20][C@@H:19]([F:21])[CH2:18][C@H:17]3[C:22]#[N:23])=[O:15])([CH2:8][CH2:9]1)[CH2:6][CH2:5]2)(O)=[O:2].ON1C2C=CC=CC=2N=N1.Cl.CN(C)CCCN=C=NCC.[F:46][C:47]1[CH:53]=[CH:52][C:50]([NH2:51])=[CH:49][CH:48]=1, predict the reaction product. The product is: [F:21][C@@H:19]1[CH2:20][N:16]([C:14](=[O:15])[CH2:13][NH:12][C:7]23[CH2:6][CH2:5][C:4]([C:1]([NH:51][C:50]4[CH:52]=[CH:53][C:47]([F:46])=[CH:48][CH:49]=4)=[O:2])([CH2:9][CH2:8]2)[CH2:11][CH2:10]3)[C@H:17]([C:22]#[N:23])[CH2:18]1. (3) Given the reactants [OH-].[Li+].[CH3:3][O:4][C:5]1[CH:10]=[CH:9][C:8]([C@@H:11]2[C@@H:16]([O:17][CH2:18][C:19]3[CH:20]=[CH:21][C:22]4[O:27][CH2:26][CH2:25][N:24]([CH2:28][CH2:29][CH2:30][O:31][CH3:32])[C:23]=4[CH:33]=3)[CH2:15][N:14]([S:34]([C:37]3[CH:42]=[CH:41][C:40]([CH3:43])=[CH:39][CH:38]=3)(=[O:36])=[O:35])[CH2:13][C@H:12]2[O:44][CH2:45][C:46]([O:48]C)=[O:47])=[CH:7][CH:6]=1.Cl, predict the reaction product. The product is: [CH3:3][O:4][C:5]1[CH:6]=[CH:7][C:8]([C@@H:11]2[C@@H:16]([O:17][CH2:18][C:19]3[CH:20]=[CH:21][C:22]4[O:27][CH2:26][CH2:25][N:24]([CH2:28][CH2:29][CH2:30][O:31][CH3:32])[C:23]=4[CH:33]=3)[CH2:15][N:14]([S:34]([C:37]3[CH:38]=[CH:39][C:40]([CH3:43])=[CH:41][CH:42]=3)(=[O:36])=[O:35])[CH2:13][C@H:12]2[O:44][CH2:45][C:46]([OH:48])=[O:47])=[CH:9][CH:10]=1. (4) The product is: [Br-:20].[Cl:43][C:24]1[CH:23]=[C:22]([CH:42]=[CH:41][C:25]=1[O:26][C:27]1[CH:34]=[CH:33][CH:32]=[C:31]([C:35]2[CH:40]=[CH:39][N:38]=[CH:37][N:36]=2)[C:28]=1[C:29]#[N:30])[CH2:21][P+:7]([C:1]1[CH:2]=[CH:3][CH:4]=[CH:5][CH:6]=1)([C:8]1[CH:13]=[CH:12][CH:11]=[CH:10][CH:9]=1)[C:14]1[CH:15]=[CH:16][CH:17]=[CH:18][CH:19]=1. Given the reactants [C:1]1([P:7]([C:14]2[CH:19]=[CH:18][CH:17]=[CH:16][CH:15]=2)[C:8]2[CH:13]=[CH:12][CH:11]=[CH:10][CH:9]=2)[CH:6]=[CH:5][CH:4]=[CH:3][CH:2]=1.[Br:20][CH2:21][C:22]1[CH:42]=[CH:41][C:25]([O:26][C:27]2[CH:34]=[CH:33][CH:32]=[C:31]([C:35]3[CH:40]=[CH:39][N:38]=[CH:37][N:36]=3)[C:28]=2[C:29]#[N:30])=[C:24]([Cl:43])[CH:23]=1, predict the reaction product. (5) Given the reactants [Br:1][C:2]1[CH:7]=[CH:6][C:5]([NH:8][C:9]([C:11]2[C:12]3[O:31][C:30]([CH3:33])([CH3:32])[CH2:29][C:13]=3[C:14]3[NH:18][C:17]([NH:19][C:20]4[C:25]([Cl:26])=[CH:24][CH:23]=[CH:22][C:21]=4[Cl:27])=[N:16][C:15]=3[CH:28]=2)=[O:10])=[CH:4][CH:3]=1.Cl, predict the reaction product. The product is: [ClH:26].[Br:1][C:2]1[CH:7]=[CH:6][C:5]([NH:8][C:9]([C:11]2[C:12]3[O:31][C:30]([CH3:33])([CH3:32])[CH2:29][C:13]=3[C:14]3[NH:18][C:17]([NH:19][C:20]4[C:21]([Cl:27])=[CH:22][CH:23]=[CH:24][C:25]=4[Cl:26])=[N:16][C:15]=3[CH:28]=2)=[O:10])=[CH:4][CH:3]=1. (6) Given the reactants Br[C:2]1[CH:7]=[C:6]([F:8])[C:5]([Br:9])=[CH:4][C:3]=1[F:10].C([Li])CCC.[C:16]([C:18]1[CH:23]=[CH:22][N:21]=[CH:20][CH:19]=1)#[N:17].[Cl-].[NH4+], predict the reaction product. The product is: [Br:9][C:5]1[C:6]([F:8])=[CH:7][C:2]([C:16]([C:18]2[CH:23]=[CH:22][N:21]=[CH:20][CH:19]=2)=[NH:17])=[C:3]([F:10])[CH:4]=1.